Dataset: CYP1A2 inhibition data for predicting drug metabolism from PubChem BioAssay. Task: Regression/Classification. Given a drug SMILES string, predict its absorption, distribution, metabolism, or excretion properties. Task type varies by dataset: regression for continuous measurements (e.g., permeability, clearance, half-life) or binary classification for categorical outcomes (e.g., BBB penetration, CYP inhibition). Dataset: cyp1a2_veith. (1) The drug is C[C@@]1(C(NC(=O)c2cccs2)c2ccc(-c3ccccc3)cc2)C[C@H]1C1CCCCC1. The result is 0 (non-inhibitor). (2) The compound is Cc1nc2cnc(N3CCOCC3)nc2n(C)c1=O. The result is 1 (inhibitor).